Dataset: Forward reaction prediction with 1.9M reactions from USPTO patents (1976-2016). Task: Predict the product of the given reaction. Given the reactants [Cl:1][C:2]1[N:10]=[C:9]2[C:5]([N:6]=[CH:7][NH:8]2)=[C:4]([N:11]2[CH2:16][CH2:15][O:14][CH2:13][CH2:12]2)[N:3]=1.Br[CH2:18][C:19]1[CH:24]=[CH:23][C:22]([F:25])=[CH:21][CH:20]=1, predict the reaction product. The product is: [Cl:1][C:2]1[N:10]=[C:9]2[C:5]([N:6]=[CH:7][N:8]2[CH2:18][C:19]2[CH:24]=[CH:23][C:22]([F:25])=[CH:21][CH:20]=2)=[C:4]([N:11]2[CH2:12][CH2:13][O:14][CH2:15][CH2:16]2)[N:3]=1.